From a dataset of Full USPTO retrosynthesis dataset with 1.9M reactions from patents (1976-2016). Predict the reactants needed to synthesize the given product. (1) Given the product [N:1]1[CH:6]=[CH:5][C:4]([N:7]2[CH2:12][CH2:11][N:10]([C:13]([O:15][C:16]3([C:37]4[CH:42]=[CH:41][CH:40]=[CH:39][C:38]=4[O:43][CH:44]([CH3:46])[CH3:45])[C:24]4[C:19](=[CH:20][CH:21]=[C:22]([Cl:25])[CH:23]=4)[NH:18][C:17]3=[O:36])=[O:14])[CH2:9][CH2:8]2)=[CH:3][CH:2]=1, predict the reactants needed to synthesize it. The reactants are: [N:1]1[CH:6]=[CH:5][C:4]([N:7]2[CH2:12][CH2:11][N:10]([C:13]([O:15][C:16]3([C:37]4[CH:42]=[CH:41][CH:40]=[CH:39][C:38]=4[O:43][CH:44]([CH3:46])[CH3:45])[C:24]4[C:19](=[CH:20][CH:21]=[C:22]([Cl:25])[CH:23]=4)[N:18](C(N[C@H](CO)CC(C)C)=O)[C:17]3=[O:36])=[O:14])[CH2:9][CH2:8]2)=[CH:3][CH:2]=1.C[O-].[Na+]. (2) Given the product [CH3:1][O:2][C:3]([C:5]1[C:10]([O:11][C:12](=[O:19])[C:13]2[CH:14]=[CH:15][CH:16]=[CH:17][CH:18]=2)=[C:9]([O:20][C:21](=[O:28])[C:22]2[CH:23]=[CH:24][CH:25]=[CH:26][CH:27]=2)[N:8]=[C:7]([CH:29]([Br:36])[C:30]2[CH:35]=[CH:34][CH:33]=[CH:32][CH:31]=2)[N:6]=1)=[O:4], predict the reactants needed to synthesize it. The reactants are: [CH3:1][O:2][C:3]([C:5]1[C:10]([O:11][C:12](=[O:19])[C:13]2[CH:18]=[CH:17][CH:16]=[CH:15][CH:14]=2)=[C:9]([O:20][C:21](=[O:28])[C:22]2[CH:27]=[CH:26][CH:25]=[CH:24][CH:23]=2)[N:8]=[C:7]([CH2:29][C:30]2[CH:35]=[CH:34][CH:33]=[CH:32][CH:31]=2)[N:6]=1)=[O:4].[Br:36]N1C(=O)CCC1=O.C(OOC(=O)C1C=CC=CC=1)(=O)C1C=CC=CC=1. (3) Given the product [NH2:1][C:2]1[C:7](=[O:8])[N:6]([CH2:17][CH3:18])[N:5]=[C:4]([C:9]2[CH:14]=[CH:13][CH:12]=[CH:11][CH:10]=2)[C:3]=1[CH:15]=[O:16], predict the reactants needed to synthesize it. The reactants are: [NH2:1][C:2]1[C:7](=[O:8])[NH:6][N:5]=[C:4]([C:9]2[CH:14]=[CH:13][CH:12]=[CH:11][CH:10]=2)[C:3]=1[CH:15]=[O:16].[CH2:17](Br)[CH3:18].C(=O)([O-])[O-].[K+].[K+].O. (4) Given the product [Cl-:11].[C:4]([C@H:3]1[CH2:7][CH2:8][NH2+:9][CH2:10][C@H:2]1[CH3:1])([OH:6])=[O:5], predict the reactants needed to synthesize it. The reactants are: [CH3:1][C:2]1[CH:10]=[N:9][CH:8]=[CH:7][C:3]=1[C:4]([OH:6])=[O:5].[ClH:11].